Dataset: Catalyst prediction with 721,799 reactions and 888 catalyst types from USPTO. Task: Predict which catalyst facilitates the given reaction. (1) Reactant: [H-].[Na+].[CH3:3][CH:4]1[NH:10][C:9](=[O:11])[CH2:8][CH2:7][CH2:6][CH2:5]1.[CH2:12](Br)[C:13]1[CH:18]=[CH:17][CH:16]=[CH:15][CH:14]=1. Product: [CH2:12]([N:10]1[CH:4]([CH3:3])[CH2:5][CH2:6][CH2:7][CH2:8][C:9]1=[O:11])[C:13]1[CH:18]=[CH:17][CH:16]=[CH:15][CH:14]=1. The catalyst class is: 20. (2) Reactant: [CH2:1]([O:8][C:9]1[C:14]([O:15][CH2:16][C:17]2[CH:22]=[CH:21][CH:20]=[CH:19][CH:18]=2)=[C:13]([C:23]([NH:25][CH2:26][C:27]2[CH:32]=[CH:31][C:30]([F:33])=[CH:29][CH:28]=2)=[O:24])[N:12]=[C:11]([C:34]([OH:36])=[O:35])[CH:10]=1)[C:2]1[CH:7]=[CH:6][CH:5]=[CH:4][CH:3]=1.[CH3:37][Si](C=[N+]=[N-])(C)C. Product: [CH2:1]([O:8][C:9]1[C:14]([O:15][CH2:16][C:17]2[CH:22]=[CH:21][CH:20]=[CH:19][CH:18]=2)=[C:13]([C:23]([NH:25][CH2:26][C:27]2[CH:28]=[CH:29][C:30]([F:33])=[CH:31][CH:32]=2)=[O:24])[N:12]=[C:11]([C:34]([O:36][CH3:37])=[O:35])[CH:10]=1)[C:2]1[CH:3]=[CH:4][CH:5]=[CH:6][CH:7]=1. The catalyst class is: 5. (3) Reactant: [CH2:1]1[C@H:6]2[CH2:7][NH:8][CH2:9][CH2:10][N:5]2[C:4](=O)[CH2:3][O:2]1.[H-].[H-].[H-].[H-].[Li+].[Al+3].CC(O)C.[O-]S([O-])(=O)=O.[Na+].[Na+]. Product: [CH2:1]1[C@H:6]2[CH2:7][NH:8][CH2:9][CH2:10][N:5]2[CH2:4][CH2:3][O:2]1. The catalyst class is: 12. (4) Reactant: [Cl:1][C:2]1[CH:3]=[C:4]([N:10]2[CH2:21][CH2:20][C:13]3[N:14]=[CH:15][N:16]=[C:17]([O:18]C)[C:12]=3[CH2:11]2)[CH:5]=[N:6][C:7]=1[O:8][CH3:9].[OH-].[Na+]. The catalyst class is: 5. Product: [Cl:1][C:2]1[CH:3]=[C:4]([N:10]2[CH2:21][CH2:20][C:13]3[N:14]=[CH:15][N:16]=[C:17]([OH:18])[C:12]=3[CH2:11]2)[CH:5]=[N:6][C:7]=1[O:8][CH3:9]. (5) Reactant: [C:1]([CH:5]1[CH2:10][CH2:9][CH2:8][CH2:7][C:6]1=O)(=O)[CH2:2][CH3:3].[NH:12]([CH2:14][C:15]1[CH:24]=[CH:23][C:18]([C:19]([O:21][CH3:22])=[O:20])=[CH:17][CH:16]=1)[NH2:13].C1(C)C=CC(S(O)(=O)=O)=CC=1. Product: [CH2:2]([C:1]1[C:5]2[CH2:10][CH2:9][CH2:8][CH2:7][C:6]=2[N:12]([CH2:14][C:15]2[CH:24]=[CH:23][C:18]([C:19]([O:21][CH3:22])=[O:20])=[CH:17][CH:16]=2)[N:13]=1)[CH3:3]. The catalyst class is: 11.